This data is from Full USPTO retrosynthesis dataset with 1.9M reactions from patents (1976-2016). The task is: Predict the reactants needed to synthesize the given product. (1) Given the product [Cl:13][C:11]([C:10]1[C:9]([I:14])=[C:8]([N:15]([CH3:16])[C:23]([CH2:22][O:21][C:18](=[O:20])[CH3:19])=[O:24])[C:7]([I:17])=[C:3]([C:4]([Cl:6])=[O:5])[C:2]=1[I:1])=[O:12], predict the reactants needed to synthesize it. The reactants are: [I:1][C:2]1[C:10]([C:11]([Cl:13])=[O:12])=[C:9]([I:14])[C:8]([NH:15][CH3:16])=[C:7]([I:17])[C:3]=1[C:4]([Cl:6])=[O:5].[C:18]([O:21][CH2:22][C:23](Cl)=[O:24])(=[O:20])[CH3:19]. (2) Given the product [C:9]([CH2:11][N:12]1[CH2:25][CH2:24][CH2:23][NH:22][CH2:21][CH2:20][N:19]([CH2:26][C:27]([OH:29])=[O:28])[CH2:18][CH2:17][CH2:16][NH:15][CH2:14][CH2:13]1)([OH:10])=[O:8], predict the reactants needed to synthesize it. The reactants are: C([O:8][C:9]([CH2:11][N:12]1[CH2:25][CH2:24][CH2:23][NH:22][CH2:21][CH2:20][N:19]([CH2:26][C:27]([O:29]CC2C=CC=CC=2)=[O:28])[CH2:18][CH2:17][CH2:16][NH:15][CH2:14][CH2:13]1)=[O:10])C1C=CC=CC=1.C(OCC)C. (3) Given the product [CH2:10]([C:8]1[C:7]([O:13][CH3:14])=[CH:6][C:3]2[CH2:4][O:5][C:16](=[O:18])[NH:1][C:2]=2[CH:9]=1)[CH:11]=[CH2:12], predict the reactants needed to synthesize it. The reactants are: [NH2:1][C:2]1[CH:9]=[C:8]([CH2:10][CH:11]=[CH2:12])[C:7]([O:13][CH3:14])=[CH:6][C:3]=1[CH2:4][OH:5].Cl[C:16](Cl)([O:18]C(=O)OC(Cl)(Cl)Cl)Cl.C(N(CC)CC)C.O.N. (4) Given the product [C:1]([C:5]1[CH:10]=[CH:9][C:8]([C:23]([O:22][CH2:21][CH3:18])=[O:24])=[C:7]([O:12][CH2:13][C:14]([F:17])([F:16])[F:15])[CH:6]=1)([CH3:4])([CH3:3])[CH3:2], predict the reactants needed to synthesize it. The reactants are: [C:1]([C:5]1[CH:10]=[CH:9][C:8](I)=[C:7]([O:12][CH2:13][C:14]([F:17])([F:16])[F:15])[CH:6]=1)([CH3:4])([CH3:3])[CH3:2].[CH3:18][O-].[Na+].[CH3:21][O:22][CH:23]=[O:24]. (5) Given the product [F:1][C:2]1[C:3]2[O:28][N:27]=[C:26]([C:29]3[N:30]([CH3:34])[CH:31]=[CH:32][N:33]=3)[C:4]=2[CH:5]=[C:6]2[C:19]=1[N:18]1[CH2:20][C@@H:21]([CH3:25])[O:22][C@@H:23]([CH3:24])[C@@H:17]1[C:8]1([C:13](=[O:14])[NH:12][C:11](=[O:15])[NH:10][C:9]1=[O:16])[CH2:7]2, predict the reactants needed to synthesize it. The reactants are: [F:1][C:2]1[C:3]2[O:28][N:27]=[C:26]([C:29]3[N:30]([CH3:34])[CH:31]=[CH:32][N:33]=3)[C:4]=2[CH:5]=[C:6]2[C:19]=1[N:18]1[CH2:20][C@@H:21]([CH3:25])[O:22][C@@H:23]([CH3:24])[C@H:17]1[C:8]1([C:13](=[O:14])[NH:12][C:11](=[O:15])[NH:10][C:9]1=[O:16])[CH2:7]2. (6) Given the product [F:1][C:2]1[CH:7]=[CH:6][CH:5]=[CH:4][C:3]=1[C@H:8]([NH:10][CH2:12][CH2:13][CH2:14][C:15]([O:17][CH3:18])=[O:16])[CH3:9], predict the reactants needed to synthesize it. The reactants are: [F:1][C:2]1[CH:7]=[CH:6][CH:5]=[CH:4][C:3]=1[C@H:8]([NH2:10])[CH3:9].O=[CH:12][CH2:13][CH2:14][C:15]([O:17][CH3:18])=[O:16].[BH-](OC(C)=O)(OC(C)=O)OC(C)=O.[Na+].CC(O)C. (7) Given the product [CH3:12][O:11][CH2:10][CH2:9][O:8][C:5]1[N:4]=[C:3]([CH3:13])[C:2]([B:14]2[O:18][C:17]([CH3:20])([CH3:19])[C:16]([CH3:22])([CH3:21])[O:15]2)=[CH:7][CH:6]=1, predict the reactants needed to synthesize it. The reactants are: Br[C:2]1[C:3]([CH3:13])=[N:4][C:5]([O:8][CH2:9][CH2:10][O:11][CH3:12])=[CH:6][CH:7]=1.[B:14]1([B:14]2[O:18][C:17]([CH3:20])([CH3:19])[C:16]([CH3:22])([CH3:21])[O:15]2)[O:18][C:17]([CH3:20])([CH3:19])[C:16]([CH3:22])([CH3:21])[O:15]1.C(Cl)Cl.CC([O-])=O.[K+].